This data is from Full USPTO retrosynthesis dataset with 1.9M reactions from patents (1976-2016). The task is: Predict the reactants needed to synthesize the given product. (1) Given the product [F:34][C:32]1[CH:33]=[C:28]([C:26]2[CH:27]=[C:22]([C:2]3[N:6]4[N:7]=[CH:8][C:9]([C:11]([F:14])([F:13])[F:12])=[N:10][C:5]4=[N:4][CH:3]=3)[CH:23]=[CH:24][C:25]=2[F:37])[C:29]([C:35]#[N:36])=[CH:30][CH:31]=1, predict the reactants needed to synthesize it. The reactants are: Br[C:2]1[N:6]2[N:7]=[CH:8][C:9]([C:11]([F:14])([F:13])[F:12])=[N:10][C:5]2=[N:4][CH:3]=1.CC1(C)COB([C:22]2[CH:23]=[CH:24][C:25]([F:37])=[C:26]([C:28]3[C:29]([C:35]#[N:36])=[CH:30][CH:31]=[C:32]([F:34])[CH:33]=3)[CH:27]=2)OC1. (2) Given the product [CH3:27][NH:28][CH2:24][C:15]1[CH:16]=[C:17]([C:18]2[CH:23]=[CH:22][CH:21]=[CH:20][CH:19]=2)[N:13]([S:10]([C:6]2[CH:5]=[C:4]([C:1](=[O:3])[CH3:2])[CH:9]=[CH:8][CH:7]=2)(=[O:12])=[O:11])[CH:14]=1, predict the reactants needed to synthesize it. The reactants are: [C:1]([C:4]1[CH:5]=[C:6]([S:10]([N:13]2[C:17]([C:18]3[CH:23]=[CH:22][CH:21]=[CH:20][CH:19]=3)=[CH:16][C:15]([CH:24]=O)=[CH:14]2)(=[O:12])=[O:11])[CH:7]=[CH:8][CH:9]=1)(=[O:3])[CH3:2].Cl.[CH3:27][NH2:28].C(O[BH-](OC(=O)C)OC(=O)C)(=O)C.[Na+].C(=O)([O-])O.[Na+]. (3) Given the product [C:5]([C:4]1[CH:3]=[C:2]([C:12]#[C:11][CH2:10][OH:13])[CH:9]=[CH:8][CH:7]=1)#[N:6], predict the reactants needed to synthesize it. The reactants are: Br[C:2]1[CH:3]=[C:4]([CH:7]=[CH:8][CH:9]=1)[C:5]#[N:6].[CH2:10]([OH:13])[C:11]#[CH:12]. (4) Given the product [CH2:51]([NH:58][C:18]([C:3]1[S:4][C:5]([N:7]2[N:11]=[N:10][C:9]([C:12]3[CH:13]=[CH:14][CH:15]=[CH:16][CH:17]=3)=[N:8]2)=[CH:6][C:2]=1[CH3:1])=[O:20])[C:52]1[CH:57]=[CH:56][CH:55]=[CH:54][CH:53]=1, predict the reactants needed to synthesize it. The reactants are: [CH3:1][C:2]1[CH:6]=[C:5]([N:7]2[N:11]=[N:10][C:9]([C:12]3[CH:17]=[CH:16][CH:15]=[CH:14][CH:13]=3)=[N:8]2)[S:4][C:3]=1[C:18]([OH:20])=O.ON1C2C=CC=CC=2N=N1.CN(C)CCCN=C=NCC.C(N(CC)C(C)C)(C)C.[CH2:51]([NH2:58])[C:52]1[CH:57]=[CH:56][CH:55]=[CH:54][CH:53]=1. (5) Given the product [CH2:23]([O:22][C:13]1[N:12]=[C:11]2[C:16]([N:17]=[C:18]([O:19][CH3:20])[N:10]2[CH2:9][CH2:8][CH2:7][CH2:6][CH2:5][N:1]2[CH2:4][CH2:28][CH2:27][CH2:3][CH2:2]2)=[C:15]([NH2:21])[N:14]=1)[CH2:24][CH2:25][CH3:26], predict the reactants needed to synthesize it. The reactants are: [N:1]1([CH2:5][CH2:6][CH2:7][CH2:8][CH2:9][N:10]2[C:18]([O:19][CH3:20])=[N:17][C:16]3[C:11]2=[N:12][C:13]([O:22][CH2:23][CH2:24][CH2:25][CH3:26])=[N:14][C:15]=3[NH2:21])[CH2:4][CH2:3][CH2:2]1.[CH2:27](OC1N=C2C(N=C(OC)N2CCCCCCl)=C(N)N=1)[CH2:28]CC.N1CCCCC1. (6) Given the product [CH2:1]([C:8]1[CH:9]=[N:10][C:11]2[C:16]([C:17]=1[CH2:18][C:21]1[CH:22]=[C:23]([OH:27])[CH:24]=[CH:25][CH:26]=1)=[CH:15][CH:14]=[CH:13][C:12]=2[C:29]([F:31])([F:32])[F:30])[C:2]1[CH:7]=[CH:6][CH:5]=[CH:4][CH:3]=1, predict the reactants needed to synthesize it. The reactants are: [CH2:1]([C:8]1[CH:9]=[N:10][C:11]2[C:16]([C:17]=1[CH:18]([C:21]1[CH:26]=[CH:25][CH:24]=[C:23]([O:27]C)[CH:22]=1)C#N)=[CH:15][CH:14]=[CH:13][C:12]=2[C:29]([F:32])([F:31])[F:30])[C:2]1[CH:7]=[CH:6][CH:5]=[CH:4][CH:3]=1.[OH-].[NH4+]. (7) Given the product [CH3:1][O:2][C:3]1[CH:8]=[CH:7][CH:6]=[CH:5][C:4]=1[O:9][CH2:5][CH2:4][CH2:3][CH:8]([CH3:7])[O:10][C:11]1[CH:12]=[CH:13][CH:14]=[C:15]2[C:20]=1[N:19]=[C:18]([NH2:22])[CH:17]=[CH:16]2, predict the reactants needed to synthesize it. The reactants are: [CH3:1][O:2][C:3]1[CH:8]=[CH:7][CH:6]=[CH:5][C:4]=1[OH:9].[OH:10][C:11]1[CH:12]=[CH:13][CH:14]=[C:15]2[C:20]=1[N:19]=[C:18](C)[CH:17]=[CH:16]2.[NH3:22].